From a dataset of Catalyst prediction with 721,799 reactions and 888 catalyst types from USPTO. Predict which catalyst facilitates the given reaction. (1) Reactant: C(N1[CH:12]=[CH:11]N=C1)(N1C=CN=C1)=O.[N:13]1([C:21]2[CH:29]=[CH:28][C:24]([C:25]([OH:27])=[O:26])=[CH:23][CH:22]=2)[CH2:19][CH2:18][C:17](=[O:20])[NH:16][CH2:15][CH2:14]1.[NH2:30][C@H:31]1[CH2:36][C:35]2[C:37]([N:41]3[CH2:46][CH2:45][N:44]([CH3:47])[CH2:43][CH2:42]3)=[CH:38][CH:39]=[CH:40][C:34]=2[O:33][CH2:32]1.C(Cl)(Cl)Cl. Product: [C:25]([O:27][CH2:11][CH3:12])(=[O:26])[CH3:24].[CH3:47][N:44]1[CH2:45][CH2:46][N:41]([C:37]2[C:35]3[CH2:36][C@H:31]([NH:30][C:25](=[O:27])[C:24]4[CH:23]=[CH:22][C:21]([N:13]5[CH2:19][CH2:18][C:17](=[O:20])[NH:16][CH2:15][CH2:14]5)=[CH:29][CH:28]=4)[CH2:32][O:33][C:34]=3[CH:40]=[CH:39][CH:38]=2)[CH2:42][CH2:43]1. The catalyst class is: 737. (2) Reactant: [NH2:1][C:2]1[CH:7]=[CH:6][C:5]([C:8](=[O:10])[CH3:9])=[CH:4][CH:3]=1.[F:11][C:12]([F:24])([F:23])[O:13][C:14]1[CH:22]=[CH:21][C:17]([C:18](Cl)=[O:19])=[CH:16][CH:15]=1.N1C=CC=CC=1. Product: [C:8]([C:5]1[CH:6]=[CH:7][C:2]([NH:1][C:18](=[O:19])[C:17]2[CH:21]=[CH:22][C:14]([O:13][C:12]([F:11])([F:23])[F:24])=[CH:15][CH:16]=2)=[CH:3][CH:4]=1)(=[O:10])[CH3:9]. The catalyst class is: 1. (3) Reactant: [C:1]([NH:8][C@H:9]([C:18]([OH:20])=[O:19])[CH2:10][C:11]1[CH:16]=[CH:15][C:14]([OH:17])=[CH:13][CH:12]=1)([O:3][C:4]([CH3:7])([CH3:6])[CH3:5])=[O:2].Cl[C:22]1[C:31]2[C:26](=[CH:27][CH:28]=[CH:29][CH:30]=2)[N:25]=[CH:24][CH:23]=1.BrC1C=CC(Cl)=NC=1.O. Product: [N:25]1[C:26]2[C:31](=[CH:30][CH:29]=[CH:28][CH:27]=2)[C:22]([O:17][C:14]2[CH:13]=[CH:12][C:11]([CH2:10][C@H:9]([NH:8][C:1]([O:3][C:4]([CH3:5])([CH3:7])[CH3:6])=[O:2])[C:18]([OH:20])=[O:19])=[CH:16][CH:15]=2)=[CH:23][CH:24]=1. The catalyst class is: 16. (4) Reactant: [O:1]=[C:2]1[C:11]2[CH:10]=[C:9]([O:12][CH:13]([CH3:15])[CH3:14])[CH:8]=[C:7](C(O)=O)[C:6]=2[CH2:5][CH2:4][NH:3]1.C1N=CN([C:24]([N:26]2C=NC=C2)=[O:25])C=1.[C:31]([OH:35])([CH3:34])([CH3:33])[CH3:32]. Product: [C:31]([O:35][C:24](=[O:25])[NH:26][C:7]1[CH:8]=[C:9]([O:12][CH:13]([CH3:14])[CH3:15])[CH:10]=[C:11]2[C:6]=1[CH2:5][CH2:4][NH:3][C:2]2=[O:1])([CH3:34])([CH3:33])[CH3:32]. The catalyst class is: 12. (5) Reactant: O.[NH2:2][NH2:3].[Br:4][C:5]1[CH:10]=[CH:9][C:8](F)=[CH:7][N:6]=1. Product: [Br:4][C:5]1[CH:10]=[CH:9][C:8]([NH:2][NH2:3])=[CH:7][N:6]=1. The catalyst class is: 6. (6) Reactant: Br[C:2]1[CH:7]=[CH:6][C:5]([C:8]2[CH:16]=[C:11]3[N:12]=[CH:13][CH:14]=[CH:15][N:10]3[N:9]=2)=[CH:4][CH:3]=1.[CH3:17][C@H:18]1[CH2:23][CH2:22][C@H:21]([C:24]([N:26]([CH:39]([CH3:41])[CH3:40])[C:27]2[CH:28]=[C:29](B(O)O)[S:30][C:31]=2[C:32]([O:34][CH3:35])=[O:33])=[O:25])[CH2:20][CH2:19]1.COCCOC. Product: [CH3:17][C@H:18]1[CH2:19][CH2:20][C@H:21]([C:24]([N:26]([CH:39]([CH3:41])[CH3:40])[C:27]2[CH:28]=[C:29]([C:2]3[CH:7]=[CH:6][C:5]([C:8]4[CH:16]=[C:11]5[N:12]=[CH:13][CH:14]=[CH:15][N:10]5[N:9]=4)=[CH:4][CH:3]=3)[S:30][C:31]=2[C:32]([O:34][CH3:35])=[O:33])=[O:25])[CH2:22][CH2:23]1. The catalyst class is: 103.